From a dataset of Catalyst prediction with 721,799 reactions and 888 catalyst types from USPTO. Predict which catalyst facilitates the given reaction. (1) Reactant: [CH3:1][O:2][C:3]1[CH:4]=[C:5]([C:9](=[O:17])[CH2:10][C:11]2[CH:16]=[CH:15][N:14]=[CH:13][CH:12]=2)[CH:6]=[CH:7][CH:8]=1.C(=O)([O-])[O-].[K+].[K+].[C:24](=[S:26])=[S:25].Br[CH2:28]Br. Product: [S:25]1[CH2:28][S:26][C:24]1=[C:10]([C:11]1[CH:16]=[CH:15][N:14]=[CH:13][CH:12]=1)[C:9]([C:5]1[CH:6]=[CH:7][CH:8]=[C:3]([O:2][CH3:1])[CH:4]=1)=[O:17]. The catalyst class is: 58. (2) Reactant: [CH2:1]([C:8]1[CH:9]=[C:10]([C:15](=[O:17])[CH3:16])[CH:11]=[C:12]([Br:14])[CH:13]=1)[C:2]1[CH:7]=[CH:6][CH:5]=[CH:4][CH:3]=1.[CH2:18](O)[CH2:19][OH:20].CC1C=CC(S(O)(=O)=O)=CC=1. Product: [CH2:1]([C:8]1[CH:9]=[C:10]([C:15]2([CH3:16])[O:20][CH2:19][CH2:18][O:17]2)[CH:11]=[C:12]([Br:14])[CH:13]=1)[C:2]1[CH:7]=[CH:6][CH:5]=[CH:4][CH:3]=1. The catalyst class is: 11. (3) Reactant: CS(O[CH2:6][C@H:7]1[O:12][CH2:11][C@@H:10]([CH3:13])[N:9]([C:14]2[CH:19]=[C:18]([Cl:20])[N:17]=[C:16]([NH2:21])[N:15]=2)[CH2:8]1)(=O)=O.[N-:22]=[N+:23]=[N-:24].[Na+]. Product: [N:22]([CH2:6][C@H:7]1[O:12][CH2:11][C@@H:10]([CH3:13])[N:9]([C:14]2[CH:19]=[C:18]([Cl:20])[N:17]=[C:16]([NH2:21])[N:15]=2)[CH2:8]1)=[N+:23]=[N-:24]. The catalyst class is: 31. (4) Reactant: [C:1]1([C@H:7]2[CH2:11][O:10][C:9](=[O:12])[NH:8]2)[CH:6]=CC=C[CH:2]=1.[Cl:13][C:14]1[N:19]=[C:18](Cl)[CH:17]=[CH:16][N:15]=1.[H-].[Na+]. Product: [Cl:13][C:14]1[N:19]=[C:18]([N:8]2[C@@H:7]([CH:1]([CH3:2])[CH3:6])[CH2:11][O:10][C:9]2=[O:12])[CH:17]=[CH:16][N:15]=1. The catalyst class is: 31. (5) Reactant: [F:1][C:2]1[CH:7]=[C:6]([C:8]2[N:9]=[CH:10][S:11][CH:12]=2)[CH:5]=[CH:4][C:3]=1[OH:13].C(N(CC)CC)C.[F:21][C:22]([F:35])([F:34])[S:23](O[S:23]([C:22]([F:35])([F:34])[F:21])(=[O:25])=[O:24])(=[O:25])=[O:24]. Product: [F:21][C:22]([F:35])([F:34])[S:23]([O:13][C:3]1[CH:4]=[CH:5][C:6]([C:8]2[N:9]=[CH:10][S:11][CH:12]=2)=[CH:7][C:2]=1[F:1])(=[O:25])=[O:24]. The catalyst class is: 34. (6) The catalyst class is: 6. Product: [CH2:1]([N:3]([C:4]1[CH:5]=[CH:6][CH:7]=[C:8]2[C:12]=1[NH:11][C:10]([C:13]1[S:15][C:25]([CH2:26][OH:27])=[CH:28][N:14]=1)=[CH:9]2)[S:16]([C:19]1[S:20][CH:21]=[CH:22][CH:23]=1)(=[O:17])=[O:18])[CH3:2]. Reactant: [CH2:1]([N:3]([S:16]([C:19]1[S:20][CH:21]=[CH:22][CH:23]=1)(=[O:18])=[O:17])[C:4]1[CH:5]=[CH:6][CH:7]=[C:8]2[C:12]=1[NH:11][C:10]([C:13](=[S:15])[NH2:14])=[CH:9]2)[CH3:2].Br[CH:25]([CH:28]=O)[CH:26]=[O:27].CN(C)C(=O)C. (7) Reactant: C[O:2][C:3]([C:5]1[N:6]=[C:7]([C:10]2[CH:15]=[CH:14][CH:13]=[CH:12][CH:11]=2)[O:8][CH:9]=1)=[O:4].[OH-].[Na+].Cl. Product: [C:10]1([C:7]2[O:8][CH:9]=[C:5]([C:3]([OH:4])=[O:2])[N:6]=2)[CH:11]=[CH:12][CH:13]=[CH:14][CH:15]=1. The catalyst class is: 8. (8) Reactant: [NH2:1][C@@:2]([C@H:11]1[CH2:15][O:14][CH2:13][C@@H:12]1[S:16][CH2:17][C:18]#[N:19])([C:4]1[CH:9]=[CH:8][CH:7]=[CH:6][C:5]=1[F:10])[CH3:3].C[Al](C)C. Product: [F:10][C:5]1[CH:6]=[CH:7][CH:8]=[CH:9][C:4]=1[C@:2]1([CH3:3])[C@@H:11]2[C@H:12]([CH2:13][O:14][CH2:15]2)[S:16][CH2:17][C:18]([NH2:19])=[N:1]1. The catalyst class is: 11. (9) Reactant: CC(N(C)C)=O.[Cl:7][C:8]1[CH:13]=[CH:12][C:11]([Cl:14])=[CH:10][C:9]=1[OH:15].C(=O)([O-])[O-].[Na+:20].[Na+].[CH2:22]1[S:27](=[O:29])(=[O:28])[O:26][CH2:25][CH2:24][CH2:23]1. Product: [Cl:7][C:8]1[CH:13]=[CH:12][C:11]([Cl:14])=[CH:10][C:9]=1[O:15][CH:24]([CH3:25])[CH2:23][CH2:22][S:27]([O-:29])(=[O:28])=[O:26].[Na+:20]. The catalyst class is: 226.